From a dataset of Reaction yield outcomes from USPTO patents with 853,638 reactions. Predict the reaction yield, written as a fraction of the theoretical maximum amount of product (1.0 means a 100% yield; for example, 0.34 means a 34% yield). (1) The reactants are B(Br)(Br)Br.C[O:6][C:7]1[CH:8]=[C:9]([C@H:15]([CH3:19])[C:16]([OH:18])=[O:17])[CH:10]=[C:11]([O:13]C)[CH:12]=1. The catalyst is C(Cl)Cl. The product is [OH:6][C:7]1[CH:8]=[C:9]([C@H:15]([CH3:19])[C:16]([OH:18])=[O:17])[CH:10]=[C:11]([OH:13])[CH:12]=1. The yield is 0.900. (2) The reactants are [Cl:1][C:2]1[CH:3]=[C:4]([NH:9][C:10]2[N:22]=[CH:21][N:20]=[C:19]3[C:11]=2[C:12]2[CH:13]=[CH:14][C:15]4[C:16](=[CH:23][N:24]([CH2:26][CH2:27]OS(C)(=O)=O)[N:25]=4)[C:17]=2[S:18]3)[CH:5]=[CH:6][C:7]=1[F:8].C(N(C(C)C)CC)(C)C.[NH2:42][CH2:43][CH2:44][S:45]([CH3:48])(=[O:47])=[O:46]. The catalyst is CN(C=O)C.CO. The product is [Cl:1][C:2]1[CH:3]=[C:4]([NH:9][C:10]2[N:22]=[CH:21][N:20]=[C:19]3[C:11]=2[C:12]2[CH:13]=[CH:14][C:15]4[C:16](=[CH:23][N:24]([CH2:26][CH2:27][NH:42][CH2:43][CH2:44][S:45]([CH3:48])(=[O:47])=[O:46])[N:25]=4)[C:17]=2[S:18]3)[CH:5]=[CH:6][C:7]=1[F:8]. The yield is 0.0510. (3) The catalyst is C(O)C. The yield is 0.730. The reactants are [CH:1](=O)[C:2]1[CH:7]=[CH:6][CH:5]=[CH:4][CH:3]=1.[C:9]1(=[O:15])[CH2:14][CH2:13][CH2:12][CH2:11][CH2:10]1.[OH-].[Na+].O. The product is [CH:1](=[C:10]1[CH2:11][CH2:12][CH2:13][C:14](=[CH:1][C:2]2[CH:7]=[CH:6][CH:5]=[CH:4][CH:3]=2)[C:9]1=[O:15])[C:2]1[CH:7]=[CH:6][CH:5]=[CH:4][CH:3]=1. (4) The reactants are [F:1][C:2]([F:27])([F:26])[CH:3]([N:16]1[CH2:21][CH2:20][CH:19]([C:22]([O:24][CH3:25])=[O:23])[CH2:18][CH2:17]1)[C:4]1[CH:13]=[CH:12][C:11]2[C:6](=[CH:7][CH:8]=[C:9]([O:14]C)[CH:10]=2)[CH:5]=1.B(Br)(Br)Br.CO.C([O-])(O)=O.[Na+]. The catalyst is C(Cl)Cl. The product is [F:27][C:2]([F:1])([F:26])[CH:3]([N:16]1[CH2:21][CH2:20][CH:19]([C:22]([O:24][CH3:25])=[O:23])[CH2:18][CH2:17]1)[C:4]1[CH:13]=[CH:12][C:11]2[C:6](=[CH:7][CH:8]=[C:9]([OH:14])[CH:10]=2)[CH:5]=1. The yield is 0.470. (5) The reactants are [N+:1]([C:4]1[CH:18]=[CH:17][C:7]([CH2:8][C:9]2[CH:14]=[CH:13][N:12]=[C:11]([C:15]#[N:16])[CH:10]=2)=[CH:6][CH:5]=1)([O-])=O.N1C=CC=CC=1. The catalyst is C(O)C.[Pd]. The product is [NH2:1][C:4]1[CH:5]=[CH:6][C:7]([CH2:8][C:9]2[CH:14]=[CH:13][N:12]=[C:11]([C:15]#[N:16])[CH:10]=2)=[CH:17][CH:18]=1. The yield is 0.610. (6) The reactants are Br[C:2]1[C:10]2[C:5]([NH:6][CH:7]=[N:8][C:9]=2[Cl:11])=[N:4][CH:3]=1.[Li]CCCC.Br[CH2:18][CH2:19][O:20][Si:21]([C:24]([CH3:27])([CH3:26])[CH3:25])([CH3:23])[CH3:22].[NH4+].[Cl-]. The catalyst is C1COCC1.O.C(Cl)Cl. The product is [O:20]([CH2:19][CH2:18][C:2]1[C:10]2[C:9]([Cl:11])=[N:8][CH:7]=[N:6][C:5]=2[NH:4][CH:3]=1)[Si:21]([C:24]([CH3:27])([CH3:26])[CH3:25])([CH3:23])[CH3:22]. The yield is 0.430. (7) The reactants are S(S([O-])=O)([O-])=O.[Na+].[Na+].[CH3:9][O:10][C:11]([C:13]1[CH:18]=[CH:17][C:16]([N+:19]([O-])=O)=[C:15]([NH:22][CH3:23])[CH:14]=1)=[O:12].C(=O)(O)[O-].[Na+]. The catalyst is O1CCCC1.C(O)C. The product is [NH2:19][C:16]1[CH:17]=[CH:18][C:13]([C:11]([O:10][CH3:9])=[O:12])=[CH:14][C:15]=1[NH:22][CH3:23]. The yield is 0.680. (8) The reactants are [C:1]([C:4]1[CH:9]=[CH:8][C:7]([C:10]2[CH:11]=[N:12][C:13]([C:16]([F:19])([F:18])[F:17])=[N:14][CH:15]=2)=[CH:6][C:5]=1[CH2:20][NH:21][C:22]([C@@H:24]1[C@@H:29]2[C@@H:27]([CH2:28]2)[CH2:26][N:25]1[S:30]([C:33]1[CH:38]=[CH:37][C:36]([F:39])=[CH:35][CH:34]=1)(=[O:32])=[O:31])=[O:23])(=O)[NH2:2].FC(F)(F)C(OC(=O)C(F)(F)F)=O.C(N(CC)CC)C. The catalyst is C(Cl)Cl. The product is [C:1]([C:4]1[CH:9]=[CH:8][C:7]([C:10]2[CH:11]=[N:12][C:13]([C:16]([F:17])([F:19])[F:18])=[N:14][CH:15]=2)=[CH:6][C:5]=1[CH2:20][NH:21][C:22]([C@@H:24]1[C@@H:29]2[C@@H:27]([CH2:28]2)[CH2:26][N:25]1[S:30]([C:33]1[CH:34]=[CH:35][C:36]([F:39])=[CH:37][CH:38]=1)(=[O:31])=[O:32])=[O:23])#[N:2]. The yield is 0.310. (9) The reactants are [N+:1]([C:4]1[CH:9]=[CH:8][CH:7]=[CH:6][C:5]=1[S:10]([NH:13][C:14]1[CH:23]=[CH:22][CH:21]=[C:20]2[C:15]=1[N:16]=[CH:17][CH:18]=[N:19]2)(=[O:12])=[O:11])([O-])=O. The catalyst is CC(O)=O.[Fe]. The product is [NH2:1][C:4]1[CH:9]=[CH:8][CH:7]=[CH:6][C:5]=1[S:10]([NH:13][C:14]1[CH:23]=[CH:22][CH:21]=[C:20]2[C:15]=1[N:16]=[CH:17][CH:18]=[N:19]2)(=[O:12])=[O:11]. The yield is 0.720.